From a dataset of Forward reaction prediction with 1.9M reactions from USPTO patents (1976-2016). Predict the product of the given reaction. (1) Given the reactants [CH3:1][C:2]1[N:6]2[N:7]=[C:8]([N:15]([CH3:24])[C@H:16]([C:18]3[CH:23]=[CH:22][CH:21]=[CH:20][CH:19]=3)[CH3:17])[CH:9]=[C:10]([C:11]([O:13]C)=[O:12])[C:5]2=[N:4][N:3]=1.[Li+].[OH-], predict the reaction product. The product is: [CH3:1][C:2]1[N:6]2[N:7]=[C:8]([N:15]([CH3:24])[C@H:16]([C:18]3[CH:23]=[CH:22][CH:21]=[CH:20][CH:19]=3)[CH3:17])[CH:9]=[C:10]([C:11]([OH:13])=[O:12])[C:5]2=[N:4][N:3]=1. (2) Given the reactants Br[CH2:2][C:3]1[CH:10]=[CH:9][C:6]([C:7]#[N:8])=[CH:5][C:4]=1[O:11][CH3:12].[C:13]([SiH2:17][O:18][C:19]([CH3:45])([CH3:44])[C:20]1[N:21]=[CH:22][N:23](C(C2C=CC=CC=2)(C2C=CC=CC=2)C2C=CC=CC=2)[CH:24]=1)([CH3:16])([CH3:15])[CH3:14], predict the reaction product. The product is: [C:13]([SiH2:17][O:18][C:19]([CH3:45])([CH3:44])[C:20]1[N:21]([CH2:2][C:3]2[CH:10]=[CH:9][C:6]([C:7]#[N:8])=[CH:5][C:4]=2[O:11][CH3:12])[CH:22]=[N:23][CH:24]=1)([CH3:16])([CH3:14])[CH3:15]. (3) The product is: [CH3:1][CH:2]1[CH2:14][C:5]2[NH:6][C:7]([C:9]([OH:11])=[O:10])=[CH:8][C:4]=2[CH2:3]1. Given the reactants [CH3:1][CH:2]1[CH2:14][C:5]2[NH:6][C:7]([C:9]([O:11]CC)=[O:10])=[CH:8][C:4]=2[CH2:3]1.O.[OH-].[Li+], predict the reaction product. (4) Given the reactants Cl[C:2]1[C:3]([C:16]2[CH:21]=[CH:20][C:19]([F:22])=[CH:18][CH:17]=2)=[N:4][C:5]2[C:10]([N:11]=1)=[CH:9][C:8]([C:12]([O:14]C)=[O:13])=[CH:7][CH:6]=2.[CH3:23][CH:24]1[CH2:29][CH2:28][CH2:27][NH:26][CH2:25]1, predict the reaction product. The product is: [F:22][C:19]1[CH:20]=[CH:21][C:16]([C:3]2[C:2]([N:26]3[CH2:27][CH2:28][CH2:29][CH:24]([CH3:23])[CH2:25]3)=[N:11][C:10]3[C:5](=[CH:6][CH:7]=[C:8]([C:12]([OH:14])=[O:13])[CH:9]=3)[N:4]=2)=[CH:17][CH:18]=1. (5) Given the reactants [CH:1]1[C:2]([CH2:10][C@@H:11]([NH2:28])[CH2:12][C:13]([N:15]2[CH2:27][C:19]3=[N:20][N:21]=[C:22]([C:23]([F:26])([F:25])[F:24])[N:18]3[CH2:17][CH2:16]2)=[O:14])=[C:3]([F:9])[CH:4]=[C:5]([F:8])[C:6]=1[F:7].[C:29]([OH:37])(=[O:36])[C:30]1[CH:35]=[CH:34][CH:33]=[CH:32][CH:31]=1, predict the reaction product. The product is: [CH:1]1[C:2]([CH2:10][C@@H:11]([NH2:28])[CH2:12][C:13]([N:15]2[CH2:27][C:19]3=[N:20][N:21]=[C:22]([C:23]([F:26])([F:25])[F:24])[N:18]3[CH2:17][CH2:16]2)=[O:14])=[C:3]([F:9])[CH:4]=[C:5]([F:8])[C:6]=1[F:7].[C:29]([O-:37])(=[O:36])[C:30]1[CH:35]=[CH:34][CH:33]=[CH:32][CH:31]=1. (6) The product is: [Br:1][C:2]1[CH:3]=[CH:4][C:5]([CH3:11])=[C:6]([CH:10]=1)[C:7]([NH:18][C:19]1[C:29]([CH3:28])=[C:38]([CH:39]=[CH:21][C:20]=1[CH3:31])[C:42]([O:41][CH3:40])=[O:14])=[O:9]. Given the reactants [Br:1][C:2]1[CH:3]=[CH:4][C:5]([CH3:11])=[C:6]([CH:10]=1)[C:7]([OH:9])=O.C(Cl)(=O)C(Cl)=[O:14].[NH2:18][C:19]1[C:29](C)=[CH:28]C(C(OCC)=O)=[CH:21][C:20]=1[CH3:31].N1C=CC=CC=1.[CH2:38]1[CH2:42][O:41][CH2:40][CH2:39]1, predict the reaction product.